This data is from Ames mutagenicity test results for genotoxicity prediction. The task is: Regression/Classification. Given a drug SMILES string, predict its toxicity properties. Task type varies by dataset: regression for continuous values (e.g., LD50, hERG inhibition percentage) or binary classification for toxic/non-toxic outcomes (e.g., AMES mutagenicity, cardiotoxicity, hepatotoxicity). Dataset: ames. (1) The drug is N#CSc1ccc([N+](=O)[O-])cc1[N+](=O)[O-]. The result is 1 (mutagenic). (2) The drug is Nc1ccc2cccc3c2c1-c1ccccc1-3. The result is 1 (mutagenic). (3) The molecule is COc1ccc(-c2coc3cc(O)cc(O)c3c2=O)cc1. The result is 0 (non-mutagenic).